This data is from Peptide-MHC class II binding affinity with 134,281 pairs from IEDB. The task is: Regression. Given a peptide amino acid sequence and an MHC pseudo amino acid sequence, predict their binding affinity value. This is MHC class II binding data. The peptide sequence is GLRSLTTLLRALGAQ. The MHC is DRB1_0301 with pseudo-sequence DRB1_0301. The binding affinity (normalized) is 0.283.